This data is from Forward reaction prediction with 1.9M reactions from USPTO patents (1976-2016). The task is: Predict the product of the given reaction. (1) Given the reactants [C:1]1([CH:7]2[CH2:12][C:11](=[O:13])[CH2:10][C:9](=[O:14])[CH2:8]2)[CH:6]=[CH:5][CH:4]=[CH:3][CH:2]=1, predict the reaction product. The product is: [C:7]1([C:1]2[CH:6]=[CH:5][CH:4]=[CH:3][CH:2]=2)[CH:8]=[C:9]([OH:14])[CH:10]=[C:11]([OH:13])[CH:12]=1. (2) Given the reactants [F:1][C:2]1([CH2:15][O:16][C:17]2[CH:18]=[CH:19][CH:20]=[C:21]3[C:26]=2[N:25]=[C:24]([C:27]2[N:31]4[CH:32]=[CH:33][C:34]([O:36][CH2:37][CH2:38][O:39][CH3:40])=[CH:35][C:30]4=[N:29][CH:28]=2)[CH:23]=[CH:22]3)[CH2:7][CH2:6][N:5](C(OC(C)(C)C)=O)[CH2:4][CH2:3]1.Cl, predict the reaction product. The product is: [F:1][C:2]1([CH2:15][O:16][C:17]2[CH:18]=[CH:19][CH:20]=[C:21]3[C:26]=2[N:25]=[C:24]([C:27]2[N:31]4[CH:32]=[CH:33][C:34]([O:36][CH2:37][CH2:38][O:39][CH3:40])=[CH:35][C:30]4=[N:29][CH:28]=2)[CH:23]=[CH:22]3)[CH2:3][CH2:4][NH:5][CH2:6][CH2:7]1. (3) The product is: [CH3:22][C:20]1[CH:19]=[N:18][C:15]2[NH:16][C:17]3[C:13]([C:14]=2[CH:21]=1)=[CH:12][CH:11]=[CH:10][C:9]=3/[CH:27]=[CH:26]/[C:25]([O:29][CH2:30][CH3:31])=[O:28]. Given the reactants [Cl-].[Li+].FC(F)(F)S(O[C:9]1[CH:10]=[CH:11][CH:12]=[C:13]2[C:17]=1[NH:16][C:15]1[N:18]=[CH:19][C:20]([CH3:22])=[CH:21][C:14]2=1)(=O)=O.[C:25]([O:29][CH2:30][CH3:31])(=[O:28])[CH:26]=[CH2:27].C(N(CC)CC)C, predict the reaction product. (4) Given the reactants [Cl:1][C:2]1[CH:14]=[CH:13][CH:12]=[C:11]([Cl:15])[C:3]=1[CH2:4][N:5]1[CH2:9][CH2:8][CH2:7][C:6]1=[O:10].C[Si]([N-][Si](C)(C)C)(C)C.[Li+].[C:26]1(=[O:32])[CH2:31][CH2:30][CH2:29][CH2:28][CH2:27]1.[Cl-].[NH4+], predict the reaction product. The product is: [Cl:1][C:2]1[CH:14]=[CH:13][CH:12]=[C:11]([Cl:15])[C:3]=1[CH2:4][N:5]1[CH2:9][CH2:8][CH:7]([C:26]2([OH:32])[CH2:31][CH2:30][CH2:29][CH2:28][CH2:27]2)[C:6]1=[O:10]. (5) Given the reactants [F:1][C:2]1[CH:7]=[CH:6][C:5]([CH2:8][C:9]2[C:10]([N:16]3[CH2:22][C:21]4[CH:23]=[C:24]([C:27]5[N:32]=[C:31]6[S:33][C:34]([NH:36]C(=O)C7C=CC=CC=7)=[N:35][C:30]6=[CH:29][CH:28]=5)[CH:25]=[CH:26][C:20]=4[O:19][CH2:18][CH2:17]3)=[N:11][CH:12]=[N:13][C:14]=2[CH3:15])=[CH:4][CH:3]=1.[OH-].[Na+], predict the reaction product. The product is: [F:1][C:2]1[CH:3]=[CH:4][C:5]([CH2:8][C:9]2[C:10]([N:16]3[CH2:22][C:21]4[CH:23]=[C:24]([C:27]5[N:32]=[C:31]6[S:33][C:34]([NH2:36])=[N:35][C:30]6=[CH:29][CH:28]=5)[CH:25]=[CH:26][C:20]=4[O:19][CH2:18][CH2:17]3)=[N:11][CH:12]=[N:13][C:14]=2[CH3:15])=[CH:6][CH:7]=1. (6) Given the reactants [Cl:1][C:2]1[CH:7]=[C:6]([Cl:8])[CH:5]=[CH:4][C:3]=1[C:9]1[N:10]([C:27]2[CH:32]=[CH:31][C:30]([OH:33])=[CH:29][CH:28]=2)[C:11]([CH3:26])=[C:12]([C:14]([NH:16][C@H:17]2[CH2:22][CH2:21][CH2:20][CH2:19][C@H:18]2[N:23]([CH3:25])[CH3:24])=[O:15])[N:13]=1.[F:34][C:35]([F:43])([F:42])[CH2:36][CH2:37][S:38](Cl)(=[O:40])=[O:39], predict the reaction product. The product is: [F:34][C:35]([F:43])([F:42])[CH2:36][CH2:37][S:38]([O:33][C:30]1[CH:31]=[CH:32][C:27]([N:10]2[C:11]([CH3:26])=[C:12]([C:14]([NH:16][C@H:17]3[CH2:22][CH2:21][CH2:20][CH2:19][C@H:18]3[N:23]([CH3:24])[CH3:25])=[O:15])[N:13]=[C:9]2[C:3]2[CH:4]=[CH:5][C:6]([Cl:8])=[CH:7][C:2]=2[Cl:1])=[CH:28][CH:29]=1)(=[O:40])=[O:39]. (7) Given the reactants [CH3:1][O:2][C:3]1[CH:12]=[C:11]2[C:6]([N:7]=[C:8]([N:21]3[CH2:25][CH2:24][CH2:23][C@@H:22]3[CH3:26])[C:9](OS(C(F)(F)F)(=O)=O)=[N:10]2)=[CH:5][C:4]=1[C:27]([O:29][CH3:30])=[O:28].[F:31][C:32]1[CH:37]=[CH:36][C:35](B(O)O)=[CH:34][CH:33]=1.[O-]P([O-])([O-])=O.[K+].[K+].[K+], predict the reaction product. The product is: [F:31][C:32]1[CH:37]=[CH:36][C:35]([C:9]2[C:8]([N:21]3[CH2:25][CH2:24][CH2:23][C@@H:22]3[CH3:26])=[N:7][C:6]3[C:11](=[CH:12][C:3]([O:2][CH3:1])=[C:4]([C:27]([O:29][CH3:30])=[O:28])[CH:5]=3)[N:10]=2)=[CH:34][CH:33]=1. (8) Given the reactants [OH-].[Li+].[Cl:3][C:4]1[CH:9]=[CH:8][C:7]([C:10]2[CH:15]=[CH:14][CH:13]=[CH:12][C:11]=2[C@H:16]([O:34][P:35]([O:39][CH3:40])([O:37][CH3:38])=[O:36])[CH:17]2[CH2:22][CH2:21][N:20]([C:23]3[CH:33]=[CH:32][C:26]([C:27]([O:29]CC)=[O:28])=[CH:25][CH:24]=3)[CH2:19][CH2:18]2)=[CH:6][CH:5]=1.C1COCC1.O, predict the reaction product. The product is: [Cl:3][C:4]1[CH:9]=[CH:8][C:7]([C:10]2[CH:15]=[CH:14][CH:13]=[CH:12][C:11]=2[C@H:16]([O:34][P:35]([O:37][CH3:38])([O:39][CH3:40])=[O:36])[CH:17]2[CH2:22][CH2:21][N:20]([C:23]3[CH:33]=[CH:32][C:26]([C:27]([OH:29])=[O:28])=[CH:25][CH:24]=3)[CH2:19][CH2:18]2)=[CH:6][CH:5]=1. (9) Given the reactants Cl[C:2]1[CH:11]=[CH:10][C:9]2[C:4](=[CH:5][CH:6]=[C:7](Cl)[CH:8]=2)[N:3]=1.[CH3:13][C:14]1[O:18][C:17]([CH2:19][NH2:20])=[CH:16][CH:15]=1.[CH2:21]([NH2:28])[C:22]1[CH:27]=[CH:26][CH:25]=[CH:24][CH:23]=1, predict the reaction product. The product is: [CH2:21]([NH:28][C:7]1[CH:8]=[C:9]2[C:4](=[CH:5][CH:6]=1)[N:3]=[C:2]([NH:20][CH2:19][C:17]1[O:18][C:14]([CH3:13])=[CH:15][CH:16]=1)[CH:11]=[CH:10]2)[C:22]1[CH:27]=[CH:26][CH:25]=[CH:24][CH:23]=1.